Dataset: Full USPTO retrosynthesis dataset with 1.9M reactions from patents (1976-2016). Task: Predict the reactants needed to synthesize the given product. (1) Given the product [CH3:6][C:7]1[CH:12]=[CH:11][C:10]([S:13]([N:16]([CH2:4][C:3]([CH3:5])=[CH2:2])[CH2:17][CH:18]=[CH2:19])(=[O:15])=[O:14])=[CH:9][CH:8]=1, predict the reactants needed to synthesize it. The reactants are: Cl[CH2:2][C:3]([CH3:5])=[CH2:4].[CH3:6][C:7]1[CH:12]=[CH:11][C:10]([S:13]([NH:16][CH2:17][CH:18]=[CH2:19])(=[O:15])=[O:14])=[CH:9][CH:8]=1.C(=O)([O-])[O-].[K+].[K+]. (2) Given the product [Si:12]([O:1][C:2]1[CH:3]=[CH:4][CH:5]=[C:6]2[C:10]=1[C:9](=[O:11])[CH2:8][CH2:7]2)([C:15]([CH3:18])([CH3:17])[CH3:16])([CH3:14])[CH3:13], predict the reactants needed to synthesize it. The reactants are: [OH:1][C:2]1[CH:3]=[CH:4][CH:5]=[C:6]2[C:10]=1[C:9](=[O:11])[CH2:8][CH2:7]2.[Si:12](Cl)([C:15]([CH3:18])([CH3:17])[CH3:16])([CH3:14])[CH3:13].C(N(CC)CC)C.[NH4+].[Cl-]. (3) Given the product [C:26]([C:25]1[CH:28]=[C:29]([C:32]2[N:37]=[C:36]([NH:38][C:39]3[CH:40]=[CH:41][C:42]([N:45]4[CH2:50][CH2:49][N:48]([CH:51]5[CH2:52][O:53][CH2:54]5)[CH2:47][CH2:46]4)=[CH:43][CH:44]=3)[N:35]=[CH:34][N:33]=2)[CH:30]=[CH:31][C:24]=1[O:8][CH:7]1[CH2:6][CH2:5][N:4]([C:9]([O:11][C:12]([CH3:13])([CH3:15])[CH3:14])=[O:10])[CH2:3][C:2]1([F:1])[F:16])#[N:27], predict the reactants needed to synthesize it. The reactants are: [F:1][C:2]1([F:16])[CH:7]([OH:8])[CH2:6][CH2:5][N:4]([C:9]([O:11][C:12]([CH3:15])([CH3:14])[CH3:13])=[O:10])[CH2:3]1.CC(C)([O-])C.[K+].F[C:24]1[CH:31]=[CH:30][C:29]([C:32]2[N:37]=[C:36]([NH:38][C:39]3[CH:44]=[CH:43][C:42]([N:45]4[CH2:50][CH2:49][N:48]([CH:51]5[CH2:54][O:53][CH2:52]5)[CH2:47][CH2:46]4)=[CH:41][CH:40]=3)[N:35]=[CH:34][N:33]=2)=[CH:28][C:25]=1[C:26]#[N:27]. (4) The reactants are: Br[C:2]1[CH:3]=[C:4]([CH:8]([NH:12][C:13]([C:15]2[CH:16]=[N:17][N:18]([C:21]3[CH:26]=[CH:25][C:24]([Cl:27])=[CH:23][CH:22]=3)[C:19]=2[CH3:20])=[O:14])[CH2:9][CH2:10][CH3:11])[CH:5]=[N:6][CH:7]=1.[CH3:28][S:29]([O-:31])=[O:30].[Na+].CS(C)=O.CNCCNC. Given the product [CH3:28][S:29]([C:2]1[CH:3]=[C:4]([CH:8]([NH:12][C:13]([C:15]2[CH:16]=[N:17][N:18]([C:21]3[CH:26]=[CH:25][C:24]([Cl:27])=[CH:23][CH:22]=3)[C:19]=2[CH3:20])=[O:14])[CH2:9][CH2:10][CH3:11])[CH:5]=[N:6][CH:7]=1)(=[O:31])=[O:30], predict the reactants needed to synthesize it. (5) Given the product [CH3:1][CH2:2][C@@H:3]1[NH:46][C:44](=[O:45])[C@H:43]([C@H:47]([OH:54])[C@@H:48]([CH2:50]/[CH:51]=[CH:52]/[CH3:53])[CH3:49])[N:42]([CH3:55])[C:40](=[O:41])[C@@H:39]([CH:56]([CH3:57])[CH3:58])[N:38]([CH3:59])[C:36](=[O:37])[C@H:35]([CH2:60][CH:61]([CH3:62])[CH3:63])[N:34]([CH3:64])[C:32](=[O:33])[C@H:31]([CH2:65][CH:66]([CH3:68])[CH3:67])[N:30]([CH3:69])[C:28](=[O:29])[C@@H:27]([CH3:70])[NH:26][C:24](=[O:25])[C@H:23]([CH3:71])[NH:22][C:20](=[O:21])[C@H:19]([CH2:72][CH:73]([CH3:75])[CH3:74])[N:18]([CH3:76])[C:16](=[O:17])[C@H:15]([CH:77]([CH3:79])[CH3:78])[NH:14][C:12](=[O:13])[C@H:11]([CH2:80][CH:81]([CH3:83])[CH3:82])[N:10]([CH3:84])[C:8](=[O:9])[CH2:7][N:6]([CH3:85])[C:4]1=[O:5], predict the reactants needed to synthesize it. The reactants are: [CH3:1][CH2:2][C@@H:3]1[NH:46][C:44](=[O:45])[C@H:43]([C@H:47]([OH:54])[C@@H:48]([CH2:50]/[CH:51]=[CH:52]/[CH3:53])[CH3:49])[N:42]([CH3:55])[C:40](=[O:41])[C@H:39]([CH:56]([CH3:58])[CH3:57])[N:38]([CH3:59])[C:36](=[O:37])[C@H:35]([CH2:60][CH:61]([CH3:63])[CH3:62])[N:34]([CH3:64])[C:32](=[O:33])[C@H:31]([CH2:65][CH:66]([CH3:68])[CH3:67])[N:30]([CH3:69])[C:28](=[O:29])[C@@H:27]([CH3:70])[NH:26][C:24](=[O:25])[C@H:23]([CH3:71])[NH:22][C:20](=[O:21])[C@H:19]([CH2:72][CH:73]([CH3:75])[CH3:74])[N:18]([CH3:76])[C:16](=[O:17])[C@H:15]([CH:77]([CH3:79])[CH3:78])[NH:14][C:12](=[O:13])[C@H:11]([CH2:80][CH:81]([CH3:83])[CH3:82])[N:10]([CH3:84])[C:8](=[O:9])[CH2:7][N:6]([CH3:85])[C:4]1=[O:5].CS(O)(=O)=O.[OH-].[Na+]. (6) Given the product [N:1]1([C:5](=[O:22])[CH2:6][C:7]2[CH:12]=[CH:11][C:10]([OH:13])=[CH:9][C:8]=2[CH3:21])[CH2:4][CH2:3][CH2:2]1, predict the reactants needed to synthesize it. The reactants are: [N:1]1([C:5](=[O:22])[CH2:6][C:7]2[CH:12]=[CH:11][C:10]([O:13]CC3C=CC=CC=3)=[CH:9][C:8]=2[CH3:21])[CH2:4][CH2:3][CH2:2]1. (7) Given the product [Br:9][C:10]1[CH:17]=[CH:16][C:13]([C:14]2[S:8][C:3]3[CH:4]=[CH:5][CH:6]=[CH:7][C:2]=3[N:1]=2)=[CH:12][CH:11]=1, predict the reactants needed to synthesize it. The reactants are: [NH2:1][C:2]1[CH:7]=[CH:6][CH:5]=[CH:4][C:3]=1[SH:8].[Br:9][C:10]1[CH:17]=[CH:16][C:13]([CH:14]=O)=[CH:12][CH:11]=1.CC1C=CC(S(O)(=O)=O)=CC=1. (8) Given the product [NH:26]1[CH:27]=[N:28][C:24]([C:21]2[CH:22]=[C:23]3[C:18](=[CH:19][CH:20]=2)[NH:17][N:16]=[C:15]3[C:11]2[CH:10]=[C:9]([NH:8][C:6]([C:3]3[CH:4]=[CH:5][O:1][CH:2]=3)=[O:7])[CH:14]=[CH:13][CH:12]=2)=[N:25]1, predict the reactants needed to synthesize it. The reactants are: [O:1]1[CH:5]=[CH:4][C:3]([C:6]([NH:8][C:9]2[CH:14]=[CH:13][CH:12]=[C:11]([C:15]3[C:23]4[C:18](=[CH:19][CH:20]=[C:21]([C:24]5[N:28]=[CH:27][N:26](C(C6C=CC=CC=6)(C6C=CC=CC=6)C6C=CC=CC=6)[N:25]=5)[CH:22]=4)[N:17](C4CCCCO4)[N:16]=3)[CH:10]=2)=[O:7])=[CH:2]1.[NH:26]1[CH:27]=[N:28][C:24]([C:21]2[CH:22]=[C:23]3[C:18](=[CH:19][CH:20]=2)[NH:17][N:16]=[C:15]3[C:11]2[CH:10]=[C:9]([NH:8][C:6]([C:3]3[CH:4]=[CH:5][O:1][CH:2]=3)=[O:7])[CH:14]=[CH:13][CH:12]=2)=[N:25]1.